This data is from Full USPTO retrosynthesis dataset with 1.9M reactions from patents (1976-2016). The task is: Predict the reactants needed to synthesize the given product. Given the product [NH2:9][C:7]1[CH:6]=[CH:5][C:4]([S:12]([N:15]([CH3:26])[CH2:16][CH2:17][CH2:18][N:19]2[CH2:20][CH2:21][N:22]([CH3:25])[CH2:23][CH2:24]2)(=[O:13])=[O:14])=[C:3]([O:2][CH3:1])[CH:8]=1, predict the reactants needed to synthesize it. The reactants are: [CH3:1][O:2][C:3]1[CH:8]=[C:7]([N+:9]([O-])=O)[CH:6]=[CH:5][C:4]=1[S:12]([N:15]([CH3:26])[CH2:16][CH2:17][CH2:18][N:19]1[CH2:24][CH2:23][N:22]([CH3:25])[CH2:21][CH2:20]1)(=[O:14])=[O:13].